Dataset: Forward reaction prediction with 1.9M reactions from USPTO patents (1976-2016). Task: Predict the product of the given reaction. (1) Given the reactants [ClH:1].[N+:2]([C:5]1[CH:13]=[CH:12][C:8]([CH2:9][O:10][NH2:11])=[CH:7][CH:6]=1)([O-])=O, predict the reaction product. The product is: [ClH:1].[NH2:2][C:5]1[CH:13]=[CH:12][C:8]([CH2:9][O:10][NH2:11])=[CH:7][CH:6]=1. (2) Given the reactants Cl.[CH:2]1([C:5]2[N:6](C(OC(C)CC)=O)[C:7]3[C:8]([N:24]=2)=[N:9][CH:10]=[C:11]([C:13]2[CH:14]=[CH:15][C:16]4[O:22][CH2:21][CH2:20][NH:19][CH2:18][C:17]=4[CH:23]=2)[CH:12]=3)[CH2:4][CH2:3]1.Cl[C:33]1[C:42]2[CH2:41][C:40]([CH3:44])([CH3:43])[CH2:39][CH2:38][C:37]=2[N:36]=[C:35]([CH3:45])[N:34]=1, predict the reaction product. The product is: [CH:2]1([C:5]2[NH:6][C:7]3[C:8]([N:24]=2)=[N:9][CH:10]=[C:11]([C:13]2[CH:14]=[CH:15][C:16]4[O:22][CH2:21][CH2:20][N:19]([C:33]5[C:42]6[CH2:41][C:40]([CH3:43])([CH3:44])[CH2:39][CH2:38][C:37]=6[N:36]=[C:35]([CH3:45])[N:34]=5)[CH2:18][C:17]=4[CH:23]=2)[CH:12]=3)[CH2:3][CH2:4]1. (3) Given the reactants [Br:1][C:2]1[CH:9]=[C:8]([F:10])[C:7]([Br:11])=[CH:6][C:3]=1[CH2:4]Br.CC[N:14](CC)CC, predict the reaction product. The product is: [Br:1][C:2]1[CH:9]=[C:8]([F:10])[C:7]([Br:11])=[CH:6][C:3]=1[CH2:4][NH2:14].